Predict which catalyst facilitates the given reaction. From a dataset of Catalyst prediction with 721,799 reactions and 888 catalyst types from USPTO. (1) Reactant: [H][H].C(OC([N:13]1[C:21]2[C:16](=[CH:17][CH:18]=[CH:19][CH:20]=2)[CH2:15][CH:14]1[CH2:22][C:23](=[O:30])[CH2:24][C:25]([O:27][CH2:28][CH3:29])=[O:26])=O)C1C=CC=CC=1.C(OC(N1C[C@H](OC)C[C@H]1CC(=O)CC(OCC)=O)=O)C1C=CC=CC=1. Product: [CH2:28]([O:27][C:25]([CH2:24][C:23](=[O:30])[CH2:22][CH:14]1[CH2:15][C:16]2[C:21](=[CH:20][CH:19]=[CH:18][CH:17]=2)[NH:13]1)=[O:26])[CH3:29]. The catalyst class is: 723. (2) Reactant: [CH:1]([C:4]1[CH:5]=[C:6]([CH:12]=[CH:13][CH:14]=1)[O:7][CH2:8][C:9](O)=[O:10])([CH3:3])[CH3:2].C(C1C=C(O)C=CC=1)(C)C.[Cl:25]CC(O)=O.[OH-].[Na+].O=S(Cl)Cl. Product: [CH:1]([C:4]1[CH:5]=[C:6]([CH:12]=[CH:13][CH:14]=1)[O:7][CH2:8][C:9]([Cl:25])=[O:10])([CH3:3])[CH3:2]. The catalyst class is: 48. (3) Reactant: [Br:1][C:2]1[CH:7]=[CH:6][C:5]([F:8])=[C:4]([CH:9]=[CH2:10])[CH:3]=1.[H][H]. Product: [Br:1][C:2]1[CH:7]=[CH:6][C:5]([F:8])=[C:4]([CH2:9][CH3:10])[CH:3]=1. The catalyst class is: 99. (4) Reactant: [NH2:1][C:2]1[C:3]2[N:4]([N:17]=[C:18]([C:20]3[O:21][CH:22]=[CH:23][CH:24]=3)[N:19]=2)[CH:5]=[C:6]([C:8]2[CH:9]=[C:10]([CH:14]=[CH:15][CH:16]=2)[C:11]([OH:13])=O)[N:7]=1.CN(C(ON1N=N[C:35]2[CH:36]=[CH:37][CH:38]=[N:39][C:34]1=2)=[N+](C)C)C.F[P-](F)(F)(F)(F)F.N1CCCCC1.C(N(C(C)C)CC)(C)C. Product: [NH2:1][C:2]1[C:3]2[N:4]([N:17]=[C:18]([C:20]3[O:21][CH:22]=[CH:23][CH:24]=3)[N:19]=2)[CH:5]=[C:6]([C:8]2[CH:9]=[C:10]([C:11]([N:39]3[CH2:34][CH2:35][CH2:36][CH2:37][CH2:38]3)=[O:13])[CH:14]=[CH:15][CH:16]=2)[N:7]=1. The catalyst class is: 3. (5) Reactant: [CH2:1]([O:3][C:4](=[O:24])[CH:5]([N:7]1[C:15]2[C:10](=[CH:11][C:12]([O:16]CC3C=CC=CC=3)=[CH:13][CH:14]=2)[CH:9]=[CH:8]1)[CH3:6])[CH3:2].[H][H]. Product: [CH2:1]([O:3][C:4](=[O:24])[CH:5]([N:7]1[C:15]2[C:10](=[CH:11][C:12]([OH:16])=[CH:13][CH:14]=2)[CH:9]=[CH:8]1)[CH3:6])[CH3:2]. The catalyst class is: 29. (6) Reactant: [Li+].[CH3:2]C([N-]C(C)C)C.C(=O)=O.CO.[CH3:14][CH2:15][O:16][C:17](/[CH:19]=[CH:20]/[CH2:21]P(OCC)(OCC)=O)=[O:18].C(=O)[C:31]1[CH:36]=[CH:35][N:34]=[CH:33][CH:32]=1. Product: [N:34]1[CH:33]=[CH:32][CH:31]=[C:36]([CH:2]=[CH:21][CH:20]=[CH:19][C:17]([O:16][CH2:15][CH3:14])=[O:18])[CH:35]=1. The catalyst class is: 559.